Dataset: NCI-60 drug combinations with 297,098 pairs across 59 cell lines. Task: Regression. Given two drug SMILES strings and cell line genomic features, predict the synergy score measuring deviation from expected non-interaction effect. (1) Drug 1: COC1=C(C=C2C(=C1)N=CN=C2NC3=CC(=C(C=C3)F)Cl)OCCCN4CCOCC4. Drug 2: COC1=C2C(=CC3=C1OC=C3)C=CC(=O)O2. Cell line: OVCAR-4. Synergy scores: CSS=20.3, Synergy_ZIP=-3.11, Synergy_Bliss=1.19, Synergy_Loewe=-2.46, Synergy_HSA=1.78. (2) Drug 1: CN(C)N=NC1=C(NC=N1)C(=O)N. Drug 2: CC(C)CN1C=NC2=C1C3=CC=CC=C3N=C2N. Cell line: SW-620. Synergy scores: CSS=-6.78, Synergy_ZIP=4.84, Synergy_Bliss=2.63, Synergy_Loewe=1.16, Synergy_HSA=-2.94.